From a dataset of Full USPTO retrosynthesis dataset with 1.9M reactions from patents (1976-2016). Predict the reactants needed to synthesize the given product. (1) Given the product [CH2:23]([O:19][C:18]1[C:13]2[N:14]([C:10]([C:8]([C:5]3[CH:6]=[CH:7][C:2]([NH2:1])=[C:3]([O:20][CH3:21])[CH:4]=3)=[O:9])=[N:11][CH:12]=2)[CH:15]=[CH:16][CH:17]=1)[CH2:24][O:25][CH2:26][CH2:27][O:28][CH2:29][CH2:30][O:31][CH2:32][CH2:33][O:34][CH2:35][CH2:36][O:37][CH2:38][CH2:39][O:19][C:18]1[C:13]2[N:14]([C:10]([C:8]([C:5]3[CH:6]=[CH:7][C:2]([NH2:1])=[C:3]([O:20][CH3:21])[CH:4]=3)=[O:9])=[N:11][CH:12]=2)[CH:15]=[CH:16][CH:17]=1, predict the reactants needed to synthesize it. The reactants are: [NH2:1][C:2]1[CH:7]=[CH:6][C:5]([C:8]([C:10]2[N:14]3[CH:15]=[CH:16][CH:17]=[C:18]([OH:19])[C:13]3=[CH:12][N:11]=2)=[O:9])=[CH:4][C:3]=1[O:20][CH3:21].I[CH2:23][CH2:24][O:25][CH2:26][CH2:27][O:28][CH2:29][CH2:30][O:31][CH2:32][CH2:33][O:34][CH2:35][CH2:36][O:37][CH2:38][CH2:39]I. (2) Given the product [Cl:12][C:4]1[N:3]=[C:2]([NH:21][CH2:20][C:16]2[CH:17]=[CH:18][CH:19]=[C:14]([F:13])[CH:15]=2)[CH:7]=[C:6]([C:8]([F:11])([F:10])[F:9])[CH:5]=1, predict the reactants needed to synthesize it. The reactants are: Cl[C:2]1[CH:7]=[C:6]([C:8]([F:11])([F:10])[F:9])[CH:5]=[C:4]([Cl:12])[N:3]=1.[F:13][C:14]1[CH:15]=[C:16]([CH2:20][NH2:21])[CH:17]=[CH:18][CH:19]=1. (3) Given the product [CH2:3]([N:10]([CH3:19])[CH2:11][CH2:12][C:13](=[O:14])[CH3:1])[C:4]1[CH:9]=[CH:8][CH:7]=[CH:6][CH:5]=1, predict the reactants needed to synthesize it. The reactants are: [CH3:1][Li].[CH2:3]([N:10]([CH3:19])[CH2:11][CH2:12][C:13](N(OC)C)=[O:14])[C:4]1[CH:9]=[CH:8][CH:7]=[CH:6][CH:5]=1.[NH4+].[Cl-]. (4) Given the product [Br:6][C:7]1[CH:12]=[CH:11][CH:10]=[C:9]([O:13][CH2:14][O:15][CH3:16])[C:8]=1[O:17][CH2:27][CH:24]1[CH2:26][CH2:25]1, predict the reactants needed to synthesize it. The reactants are: CN(C)C=O.[Br:6][C:7]1[CH:12]=[CH:11][CH:10]=[C:9]([O:13][CH2:14][O:15][CH3:16])[C:8]=1[OH:17].C(=O)([O-])[O-].[K+].[K+].[CH:24]1([CH2:27]Br)[CH2:26][CH2:25]1. (5) The reactants are: [CH3:1][O:2][C:3](=[O:24])[CH2:4][CH2:5][C:6]1[CH:11]=[CH:10][C:9]([O:12][CH2:13][C:14]2[CH:19]=[CH:18][CH:17]=[CH:16][CH:15]=2)=[C:8]([CH2:20]C(=O)N)[CH:7]=1.FC(F)(F)C(OI(C1C=CC=CC=1)OC(=O)C(F)(F)F)=O.C([N:48](CC)CC)C.[C:53](O[C:53]([O:55][C:56]([CH3:59])([CH3:58])[CH3:57])=[O:54])([O:55][C:56]([CH3:59])([CH3:58])[CH3:57])=[O:54]. Given the product [CH3:1][O:2][C:3](=[O:24])[CH2:4][CH2:5][C:6]1[CH:11]=[CH:10][C:9]([O:12][CH2:13][C:14]2[CH:15]=[CH:16][CH:17]=[CH:18][CH:19]=2)=[C:8]([CH2:20][NH:48][C:53]([O:55][C:56]([CH3:59])([CH3:58])[CH3:57])=[O:54])[CH:7]=1, predict the reactants needed to synthesize it. (6) Given the product [Cl:11][CH2:12][CH2:13][O:10][C:5]1[CH:6]=[CH:7][CH:8]=[CH:9][C:4]=1[N+:1]([O-:3])=[O:2], predict the reactants needed to synthesize it. The reactants are: [N+:1]([C:4]1[CH:9]=[CH:8][CH:7]=[CH:6][C:5]=1[OH:10])([O-:3])=[O:2].[Cl:11][CH2:12][CH2:13]O.C1(P(C2C=CC=CC=2)C2C=CC=CC=2)C=CC=CC=1.CCOC(/N=N/C(OCC)=O)=O. (7) The reactants are: C([O:3][C:4]([C:6]1[CH:7]=[C:8]2[C:13](=[CH:14][CH:15]=1)[NH:12][CH:11]([C:16]1[CH:21]=[CH:20][CH:19]=[C:18]([N:22]3[CH2:27][CH2:26][N:25]([CH3:28])[CH2:24][CH2:23]3)[CH:17]=1)[C:10]([CH3:30])([CH3:29])[CH2:9]2)=[O:5])C.[OH-].[Na+].Cl. Given the product [CH3:29][C:10]1([CH3:30])[CH2:9][C:8]2[C:13](=[CH:14][CH:15]=[C:6]([C:4]([OH:5])=[O:3])[CH:7]=2)[NH:12][CH:11]1[C:16]1[CH:21]=[CH:20][CH:19]=[C:18]([N:22]2[CH2:23][CH2:24][N:25]([CH3:28])[CH2:26][CH2:27]2)[CH:17]=1, predict the reactants needed to synthesize it.